This data is from Full USPTO retrosynthesis dataset with 1.9M reactions from patents (1976-2016). The task is: Predict the reactants needed to synthesize the given product. The reactants are: Cl[C:2]1[CH:7]=[N:6][C:5]([C:8]2[CH:13]=[CH:12][CH:11]=[CH:10][CH:9]=2)=[C:4]([C:14]2[CH:19]=[CH:18][CH:17]=[CH:16][CH:15]=2)[N:3]=1.[CH:20]([NH:23][CH2:24][CH2:25][CH2:26][CH2:27][OH:28])([CH3:22])[CH3:21]. Given the product [C:8]1([C:5]2[N:6]=[CH:7][C:2]([N:23]([CH2:24][CH2:25][CH2:26][CH2:27][OH:28])[CH:20]([CH3:22])[CH3:21])=[N:3][C:4]=2[C:14]2[CH:19]=[CH:18][CH:17]=[CH:16][CH:15]=2)[CH:13]=[CH:12][CH:11]=[CH:10][CH:9]=1, predict the reactants needed to synthesize it.